From a dataset of Tyrosyl-DNA phosphodiesterase HTS with 341,365 compounds. Binary Classification. Given a drug SMILES string, predict its activity (active/inactive) in a high-throughput screening assay against a specified biological target. (1) The result is 1 (active). The compound is Brc1cc2c(oc(=O)c(c2)C(=O)NNC(=O)c2c(O)cc(O)cc2)cc1. (2) The drug is Clc1cn2c(NC3CCCCC3)c(nc2cc1)c1ccc(SCCCCCC)cc1. The result is 0 (inactive). (3) The molecule is s1c(C2=NN(C(C2)c2ccc(F)cc2)c2ccccc2)ccc1. The result is 1 (active). (4) The compound is S(=O)(=O)(Nc1c(ccc(c1)C)C)c1cc2N(C(=O)CSc2cc1)CC(OC)=O. The result is 0 (inactive). (5) The compound is S(c1nc(cc(c1C#N)C)C)Cc1ccccc1. The result is 1 (active). (6) The molecule is Fc1cc(CN2CC(CCC2=O)C(=O)NCc2onc(c2)CC)ccc1. The result is 0 (inactive). (7) The molecule is Clc1ccc(CN2C(=O)C(/NC2=O)=C/c2oc(c3ccc(cc3)C(O)=O)cc2)cc1. The result is 1 (active).